This data is from Reaction yield outcomes from USPTO patents with 853,638 reactions. The task is: Predict the reaction yield, written as a fraction of the theoretical maximum amount of product (1.0 means a 100% yield; for example, 0.34 means a 34% yield). (1) The reactants are Cl.C([O:9][C:10]1[CH:19]=[C:18]2[C:13]([C:14]([NH:20][C:21]3[CH:26]=[CH:25][C:24]([Br:27])=[CH:23][C:22]=3[F:28])=[N:15][CH:16]=[N:17]2)=[CH:12][C:11]=1[O:29][CH3:30])C1C=CC=CC=1. The catalyst is C(O)(C(F)(F)F)=O. The product is [Br:27][C:24]1[CH:25]=[CH:26][C:21]([NH:20][C:14]2[C:13]3[C:18](=[CH:19][C:10]([OH:9])=[C:11]([O:29][CH3:30])[CH:12]=3)[N:17]=[CH:16][N:15]=2)=[C:22]([F:28])[CH:23]=1. The yield is 0.820. (2) The reactants are C[O:2][C:3](=O)[CH:4]([CH3:20])[CH2:5][C@H:6]1[CH2:10][C:9](=[O:11])[N:8]([C@H:12]([C:14]2[CH:19]=[CH:18][CH:17]=[CH:16][CH:15]=2)[CH3:13])[CH2:7]1.[BH4-].[Na+].C(O)(=O)CC(CC(O)=O)(C(O)=O)O.O. The catalyst is CCO. The product is [OH:2][CH2:3][CH:4]([CH3:20])[CH2:5][C@@H:6]1[CH2:7][N:8]([C@H:12]([C:14]2[CH:15]=[CH:16][CH:17]=[CH:18][CH:19]=2)[CH3:13])[C:9](=[O:11])[CH2:10]1. The yield is 0.590.